Task: Predict the product of the given reaction.. Dataset: Forward reaction prediction with 1.9M reactions from USPTO patents (1976-2016) (1) Given the reactants C([CH:4]1[CH2:13][C:12]2[C:7](=[CH:8][CH:9]=[C:10]([O:16][CH3:17])[C:11]=2[O:14][CH3:15])[CH2:6][C:5]1=O)C=C.[CH3:19][NH2:20].[CH3:21][C:22]([OH:24])=O, predict the reaction product. The product is: [CH3:15][O:14][C:11]1[C:12]2[CH2:13][CH:4]3[C:5](=[CH:6][C:7]=2[CH:8]=[CH:9][C:10]=1[O:16][CH3:17])[N:20]([CH3:19])[C:22](=[O:24])[CH2:21]3. (2) Given the reactants Br[C:2]1[C:11]2[C:6](=[CH:7][CH:8]=[C:9]([O:12][CH3:13])[CH:10]=2)[N:5]=[C:4]([C:14]2[CH:15]=[N:16][CH:17]=[CH:18][CH:19]=2)[N:3]=1.[F:20][C:21]1[CH:22]=[C:23]2[C:28](=[CH:29][C:30]=1[F:31])[NH:27][C:26](=[O:32])[CH2:25][NH:24]2.C(=O)([O-])[O-].[K+].[K+], predict the reaction product. The product is: [F:20][C:21]1[CH:22]=[C:23]2[C:28](=[CH:29][C:30]=1[F:31])[NH:27][C:26](=[O:32])[CH2:25][N:24]2[C:2]1[C:11]2[C:6](=[CH:7][CH:8]=[C:9]([O:12][CH3:13])[CH:10]=2)[N:5]=[C:4]([C:14]2[CH:15]=[N:16][CH:17]=[CH:18][CH:19]=2)[N:3]=1. (3) Given the reactants [NH:1]1[CH2:6][CH2:5][NH:4][CH2:3][CH2:2]1.[Cl:7][C:8]1[N:9]=[N:10][C:11](Cl)=[CH:12][CH:13]=1, predict the reaction product. The product is: [Cl:7][C:8]1[N:9]=[N:10][C:11]([N:1]2[CH2:6][CH2:5][NH:4][CH2:3][CH2:2]2)=[CH:12][CH:13]=1. (4) Given the reactants [F:1][C:2]([F:26])([F:25])[C:3]1[CH:4]=[CH:5][C:6]([OH:24])=[C:7]([C:9]2[N:10]([C:15]3[N:20]=[C:19]([C:21]([OH:23])=[O:22])[CH:18]=[CH:17][CH:16]=3)[C:11]([CH3:14])=[CH:12][CH:13]=2)[CH:8]=1.[F:27][C:28]1[CH:35]=[CH:34][CH:33]=[C:32]([F:36])[C:29]=1[CH2:30]Br.C([O-])([O-])=O.[K+].[K+].O, predict the reaction product. The product is: [F:27][C:28]1[CH:35]=[CH:34][CH:33]=[C:32]([F:36])[C:29]=1[CH2:30][O:22][C:21](=[O:23])[C:19]1[CH:18]=[CH:17][CH:16]=[C:15]([N:10]2[C:11]([CH3:14])=[CH:12][CH:13]=[C:9]2[C:7]2[CH:8]=[C:3]([C:2]([F:1])([F:25])[F:26])[CH:4]=[CH:5][C:6]=2[O:24][CH2:30][C:29]2[C:28]([F:27])=[CH:35][CH:34]=[CH:33][C:32]=2[F:36])[N:20]=1. (5) The product is: [CH2:1]([N:8]1[CH2:12][C@@H:11]([C:13]2[CH:14]=[CH:15][CH:16]=[CH:17][CH:18]=2)[C@H:10]([NH2:19])[CH2:9]1)[C:2]1[CH:3]=[CH:4][CH:5]=[CH:6][CH:7]=1. Given the reactants [CH2:1]([N:8]1[CH2:12][C@@H:11]([C:13]2[CH:18]=[CH:17][CH:16]=[CH:15][CH:14]=2)[C@H:10]([N+:19]([O-])=O)[CH2:9]1)[C:2]1[CH:7]=[CH:6][CH:5]=[CH:4][CH:3]=1.Cl.[NH4+].[OH-], predict the reaction product. (6) Given the reactants [F:1][C:2]([F:29])([F:28])[C:3]1[CH:4]=[C:5]([C:13]2[N:17]=[CH:16][N:15]([CH:18](Br)[CH:19]([Br:26])[C:20]([O:22][CH:23]([CH3:25])[CH3:24])=[O:21])[N:14]=2)[CH:6]=[C:7]([C:9]([F:12])([F:11])[F:10])[CH:8]=1.C(N(CC)CC)C, predict the reaction product. The product is: [F:28][C:2]([F:1])([F:29])[C:3]1[CH:4]=[C:5]([C:13]2[N:17]=[CH:16][N:15](/[CH:18]=[C:19](/[Br:26])\[C:20]([O:22][CH:23]([CH3:24])[CH3:25])=[O:21])[N:14]=2)[CH:6]=[C:7]([C:9]([F:10])([F:11])[F:12])[CH:8]=1. (7) The product is: [C:1]([O:5][C@@H:6]([C@H:8]1[CH2:12][O:11][C:10](=[O:13])[N:9]1[C:14]1[CH:19]=[CH:18][N:17]=[C:16]([NH:32][C@H:30]([C:27]2[CH:26]=[CH:25][C:24]([O:23][C:22]([F:21])([F:33])[F:34])=[CH:29][CH:28]=2)[CH3:31])[N:15]=1)[CH3:7])([CH3:4])([CH3:3])[CH3:2]. Given the reactants [C:1]([O:5][C@@H:6]([C@H:8]1[CH2:12][O:11][C:10](=[O:13])[N:9]1[C:14]1[CH:19]=[CH:18][N:17]=[C:16](F)[N:15]=1)[CH3:7])([CH3:4])([CH3:3])[CH3:2].[F:21][C:22]([F:34])([F:33])[O:23][C:24]1[CH:29]=[CH:28][C:27]([C@@H:30]([NH2:32])[CH3:31])=[CH:26][CH:25]=1.CCN(C(C)C)C(C)C, predict the reaction product. (8) Given the reactants [F:1][C:2]1[CH:11]=[C:10]2[C:5]([C:6]([C:13]3[CH:18]=[CH:17][C:16]([F:19])=[CH:15][CH:14]=3)=[N:7][NH:8][C:9]2=O)=[CH:4][CH:3]=1.P(Cl)(Cl)([Cl:22])=O, predict the reaction product. The product is: [Cl:22][C:9]1[C:10]2[C:5](=[CH:4][CH:3]=[C:2]([F:1])[CH:11]=2)[C:6]([C:13]2[CH:18]=[CH:17][C:16]([F:19])=[CH:15][CH:14]=2)=[N:7][N:8]=1. (9) Given the reactants [C:1]([C:5]1[C:6]([S:14][C:15]2[N:16](CC3C=CC(OC)=CC=3)[C:17]3[CH:22]=[CH:21][N:20]=[C:19]([NH2:23])[C:18]=3[N:24]=2)=[CH:7][C:8]2[O:12][CH2:11][O:10][C:9]=2[CH:13]=1)([CH3:4])([CH3:3])[CH3:2].CC1C(SC2NC3C=CN=C(N)C=3N=2)=CC2OCOC=2C=1, predict the reaction product. The product is: [C:1]([C:5]1[C:6]([S:14][C:15]2[NH:16][C:17]3[CH:22]=[CH:21][N:20]=[C:19]([NH2:23])[C:18]=3[N:24]=2)=[CH:7][C:8]2[O:12][CH2:11][O:10][C:9]=2[CH:13]=1)([CH3:4])([CH3:2])[CH3:3]. (10) Given the reactants [I:1][C:2]1[C@H:3]([OH:12])[C@@H:4]2[O:8][C:7]([CH3:10])([CH3:9])[O:6][C@@H:5]2[CH:11]=1.N1C=CN=C1.[Si:18](Cl)([C:31]([CH3:34])([CH3:33])[CH3:32])([C:25]1[CH:30]=[CH:29][CH:28]=[CH:27][CH:26]=1)[C:19]1[CH:24]=[CH:23][CH:22]=[CH:21][CH:20]=1, predict the reaction product. The product is: [C:31]([Si:18]([O:12][C@@H:3]1[C@H:4]2[C@H:5]([O:6][C:7]([CH3:9])([CH3:10])[O:8]2)[CH:11]=[C:2]1[I:1])([C:25]1[CH:30]=[CH:29][CH:28]=[CH:27][CH:26]=1)[C:19]1[CH:20]=[CH:21][CH:22]=[CH:23][CH:24]=1)([CH3:34])([CH3:32])[CH3:33].